Dataset: Forward reaction prediction with 1.9M reactions from USPTO patents (1976-2016). Task: Predict the product of the given reaction. (1) Given the reactants Br[C:2]1[CH:3]=[C:4]([S:8]([NH:11][C:12]2[CH:21]=[CH:20][C:15]([C:16]([O:18]C)=[O:17])=[C:14]([OH:22])[CH:13]=2)(=[O:10])=[O:9])[CH:5]=[CH:6][CH:7]=1.[F:23][C:24]1[CH:25]=[CH:26][C:27]([OH:33])=[C:28](B(O)O)[CH:29]=1.CCN(C(C)C)C(C)C.C(Cl)Cl, predict the reaction product. The product is: [F:23][C:24]1[CH:29]=[CH:28][C:27]([OH:33])=[C:26]([C:2]2[CH:7]=[CH:6][CH:5]=[C:4]([S:8]([NH:11][C:12]3[CH:21]=[CH:20][C:15]([C:16]([OH:18])=[O:17])=[C:14]([OH:22])[CH:13]=3)(=[O:10])=[O:9])[CH:3]=2)[CH:25]=1. (2) Given the reactants [CH3:1][CH:2]([CH3:38])[C@H:3]([NH:33][C:34](=[O:37])[O:35][CH3:36])[C:4](=[O:32])[N:5]1[CH2:9][CH2:8][CH2:7][C@H:6]1[C:10]1[NH:14][C:13]2[C:15]3[C:20]([CH:21]=[CH:22][C:12]=2[N:11]=1)=[CH:19][C:18](B1OC(C)(C)C(C)(C)O1)=[CH:17][CH:16]=3.Br[C:40]1[CH:41]=[C:42]2[C:64](=[CH:65][CH:66]=1)[C:46]1[NH:47][C:48]([C@@H:50]3[C@@H:55]4[CH2:56][C@@H:52]([CH2:53][CH2:54]4)[N:51]3[C:57]([O:59][C:60]([CH3:63])([CH3:62])[CH3:61])=[O:58])=[N:49][C:45]=1[CH:44]=[CH:43]2.C([O-])([O-])=O.[K+].[K+], predict the reaction product. The product is: [CH3:36][O:35][C:34]([NH:33][C@@H:3]([CH:2]([CH3:38])[CH3:1])[C:4]([N:5]1[CH2:9][CH2:8][CH2:7][C@H:6]1[C:10]1[NH:14][C:13]2[C:15]3[C:20]([CH:21]=[CH:22][C:12]=2[N:11]=1)=[CH:19][C:18]([C:40]1[CH:41]=[C:42]2[C:64](=[CH:65][CH:66]=1)[C:46]1[NH:47][C:48]([C@@H:50]4[C@@H:55]5[CH2:56][C@@H:52]([CH2:53][CH2:54]5)[N:51]4[C:57]([O:59][C:60]([CH3:62])([CH3:63])[CH3:61])=[O:58])=[N:49][C:45]=1[CH:44]=[CH:43]2)=[CH:17][CH:16]=3)=[O:32])=[O:37]. (3) Given the reactants [NH2:1][C:2]1[CH:10]=[C:9]([C:11]([F:14])([F:13])[F:12])[CH:8]=[CH:7][C:3]=1[C:4]([NH2:6])=[O:5].[CH2:15]([S:17][C:18]1[CH:25]=[CH:24][CH:23]=[CH:22][C:19]=1[CH:20]=O)[CH3:16].S(=O)(O)[O-].[Na+].C(=O)(O)[O-].[Na+], predict the reaction product. The product is: [CH2:15]([S:17][C:18]1[CH:25]=[CH:24][CH:23]=[CH:22][C:19]=1[C:20]1[NH:6][C:4](=[O:5])[C:3]2[C:2](=[CH:10][C:9]([C:11]([F:12])([F:13])[F:14])=[CH:8][CH:7]=2)[N:1]=1)[CH3:16]. (4) The product is: [C:1]1([C:7]2[CH:8]=[C:9]([C:13]([C:15]3[N:16]=[CH:17][N:18]4[CH:22]=[C:21]([Sn:27]([CH2:28][CH2:29][CH2:30][CH3:31])([CH2:32][CH2:33][CH2:34][CH3:35])[CH2:23][CH2:24][CH2:25][CH3:26])[S:20][C:19]=34)=[O:14])[CH:10]=[N:11][CH:12]=2)[CH:2]=[CH:3][CH:4]=[CH:5][CH:6]=1. Given the reactants [C:1]1([C:7]2[CH:8]=[C:9]([C:13]([C:15]3[N:16]=[CH:17][N:18]4[CH:22]=[CH:21][S:20][C:19]=34)=[O:14])[CH:10]=[N:11][CH:12]=2)[CH:6]=[CH:5][CH:4]=[CH:3][CH:2]=1.[CH2:23]([Sn:27](Cl)([CH2:32][CH2:33][CH2:34][CH3:35])[CH2:28][CH2:29][CH2:30][CH3:31])[CH2:24][CH2:25][CH3:26].C[Si]([N-][Si](C)(C)C)(C)C.[Li+].C1COCC1, predict the reaction product.